This data is from Catalyst prediction with 721,799 reactions and 888 catalyst types from USPTO. The task is: Predict which catalyst facilitates the given reaction. Reactant: C[O:2][C:3]([C:5]1([C:8]2[CH:13]=[CH:12][C:11]([C:14]3[CH:19]=[CH:18][C:17]([N:20]4[C:24]([NH:25][C:26]([O:28][C@@H:29]([C:31]5[CH:36]=[CH:35][CH:34]=[CH:33][C:32]=5[F:37])[CH3:30])=[O:27])=[C:23]([CH3:38])[N:22]=[N:21]4)=[CH:16][CH:15]=3)=[CH:10][CH:9]=2)[CH2:7][CH2:6]1)=[O:4].C1COCC1.[Li+].[OH-].Cl. The catalyst class is: 6. Product: [F:37][C:32]1[CH:33]=[CH:34][CH:35]=[CH:36][C:31]=1[C@H:29]([O:28][C:26]([NH:25][C:24]1[N:20]([C:17]2[CH:18]=[CH:19][C:14]([C:11]3[CH:10]=[CH:9][C:8]([C:5]4([C:3]([OH:4])=[O:2])[CH2:6][CH2:7]4)=[CH:13][CH:12]=3)=[CH:15][CH:16]=2)[N:21]=[N:22][C:23]=1[CH3:38])=[O:27])[CH3:30].